From a dataset of Full USPTO retrosynthesis dataset with 1.9M reactions from patents (1976-2016). Predict the reactants needed to synthesize the given product. (1) Given the product [C:1]1([C:35]([C:36]2[CH:37]=[CH:38][CH:39]=[CH:40][CH:41]=2)=[CH:34][C:33]([O:43][CH2:44][CH3:45])=[O:42])[CH:6]=[CH:5][CH:4]=[CH:3][CH:2]=1, predict the reactants needed to synthesize it. The reactants are: [CH:1]1[CH:6]=[CH:5][CH:4]=[CH:3][CH:2]=1.C(OCC)(=O)C=C.C([O-])(=O)C.[Na+].C(CC(=O)C)(=O)C.C(O)(=O)CC.O=O.[C:33]([O:43][CH2:44][CH3:45])(=[O:42])[CH:34]=[CH:35][C:36]1[CH:41]=[CH:40][CH:39]=[CH:38][CH:37]=1. (2) Given the product [Br:1][C:2]1[N:3]=[C:4]([C:16](=[O:17])[C:15]([Cl:20])([Cl:19])[Cl:14])[N:5]([C:7]2[C:12]([Cl:13])=[CH:11][CH:10]=[CH:9][N:8]=2)[CH:6]=1, predict the reactants needed to synthesize it. The reactants are: [Br:1][C:2]1[N:3]=[CH:4][N:5]([C:7]2[C:12]([Cl:13])=[CH:11][CH:10]=[CH:9][N:8]=2)[CH:6]=1.[Cl:14][C:15]([Cl:20])([Cl:19])[C:16](Cl)=[O:17].C(N(CC)CC)C. (3) Given the product [CH3:1][O:2][C:3]1[CH:4]=[CH:5][C:6]([S:10][C:11]2[CH:12]=[CH:13][CH:14]=[CH:15][CH:16]=2)=[C:7]([NH:9][C:18]2[C:19]3[C:24](=[N:23][C:22]([CH3:28])=[CH:21][CH:20]=3)[N:25]=[CH:26][CH:27]=2)[CH:8]=1, predict the reactants needed to synthesize it. The reactants are: [CH3:1][O:2][C:3]1[CH:4]=[CH:5][C:6]([S:10][C:11]2[CH:16]=[CH:15][CH:14]=[CH:13][CH:12]=2)=[C:7]([NH2:9])[CH:8]=1.Cl[C:18]1[CH:27]=[CH:26][N:25]=[C:24]2[C:19]=1[CH:20]=[CH:21][C:22]([CH3:28])=[N:23]2.